This data is from Forward reaction prediction with 1.9M reactions from USPTO patents (1976-2016). The task is: Predict the product of the given reaction. Given the reactants [OH:1][CH2:2][C:3]([CH3:38])([CH3:37])[O:4][C:5]1[CH:10]=[CH:9][C:8]([N:11]2[C:16](=[O:17])[C:15]([CH2:18][C:19]3[CH:24]=[CH:23][C:22]([C:25]4[C:26]([C:31]#[N:32])=[CH:27][CH:28]=[CH:29][CH:30]=4)=[CH:21][CH:20]=3)=[C:14]([CH2:33][CH2:34][CH3:35])[N:13]=[C:12]2[CH3:36])=[CH:7][CH:6]=1.[H-].[Na+].CI.[C:43](OCC)(=O)C, predict the reaction product. The product is: [CH3:43][O:1][CH2:2][C:3]([CH3:37])([CH3:38])[O:4][C:5]1[CH:10]=[CH:9][C:8]([N:11]2[C:16](=[O:17])[C:15]([CH2:18][C:19]3[CH:24]=[CH:23][C:22]([C:25]4[C:26]([C:31]#[N:32])=[CH:27][CH:28]=[CH:29][CH:30]=4)=[CH:21][CH:20]=3)=[C:14]([CH2:33][CH2:34][CH3:35])[N:13]=[C:12]2[CH3:36])=[CH:7][CH:6]=1.